This data is from Forward reaction prediction with 1.9M reactions from USPTO patents (1976-2016). The task is: Predict the product of the given reaction. (1) Given the reactants F[C:2]1[CH:9]=[C:8]([O:10][CH3:11])[C:7]([O:12][CH3:13])=[CH:6][C:3]=1[CH:4]=O.[SH:14][CH2:15][C:16]([O:18][CH3:19])=[O:17].C(=O)([O-])[O-].[K+].[K+], predict the reaction product. The product is: [CH3:13][O:12][C:7]1[C:8]([O:10][CH3:11])=[CH:9][C:2]2[S:14][C:15]([C:16]([O:18][CH3:19])=[O:17])=[CH:4][C:3]=2[CH:6]=1. (2) Given the reactants [Si:1]([O:18][CH2:19][C@@H:20]1[CH2:24][C@H:23](OS(C)(=O)=O)[CH2:22][N:21]1[C:30]([O:32][C:33]([CH3:36])([CH3:35])[CH3:34])=[O:31])([C:14]([CH3:17])([CH3:16])[CH3:15])([C:8]1[CH:13]=[CH:12][CH:11]=[CH:10][CH:9]=1)[C:2]1[CH:7]=[CH:6][CH:5]=[CH:4][CH:3]=1.[I:37][C:38]1[C:46]2[C:41](=[N:42][CH:43]=[N:44][C:45]=2[NH2:47])[NH:40][N:39]=1.C(=O)([O-])[O-].[K+].[K+].C(OCC)(=O)C, predict the reaction product. The product is: [NH2:47][C:45]1[N:44]=[CH:43][N:42]=[C:41]2[N:40]([C@@H:23]3[CH2:22][N:21]([C:30]([O:32][C:33]([CH3:34])([CH3:36])[CH3:35])=[O:31])[C@H:20]([CH2:19][O:18][Si:1]([C:14]([CH3:16])([CH3:17])[CH3:15])([C:8]4[CH:9]=[CH:10][CH:11]=[CH:12][CH:13]=4)[C:2]4[CH:3]=[CH:4][CH:5]=[CH:6][CH:7]=4)[CH2:24]3)[N:39]=[C:38]([I:37])[C:46]=12. (3) Given the reactants O.O.O.O.O.O.O.O.O.[S-2:10].[Na+].[Na+].[S].Cl[C:15]1[CH:20]=[CH:19][C:18]([N+:21]([O-:23])=[O:22])=[CH:17][C:16]=1[NH:24][C:25](=O)[C:26]1[CH:31]=[CH:30][C:29]([CH3:32])=[CH:28][CH:27]=1.Cl, predict the reaction product. The product is: [N+:21]([C:18]1[CH:19]=[CH:20][C:15]2[S:10][C:25]([C:26]3[CH:31]=[CH:30][C:29]([CH3:32])=[CH:28][CH:27]=3)=[N:24][C:16]=2[CH:17]=1)([O-:23])=[O:22]. (4) The product is: [C:1]([NH:5][C:6]1[C:15]2[C:10](=[C:11]([NH:16][C:20](=[O:21])[C:19]3[CH:23]=[C:24]([CH2:28][NH:29][C:30](=[O:35])[C:31]([CH3:33])([CH3:34])[CH3:32])[C:25]([F:27])=[CH:26][C:18]=3[Cl:17])[CH:12]=[CH:13][CH:14]=2)[N:9]=[CH:8][N:7]=1)([CH3:4])([CH3:2])[CH3:3]. Given the reactants [C:1]([NH:5][C:6]1[C:15]2[C:10](=[C:11]([NH2:16])[CH:12]=[CH:13][CH:14]=2)[N:9]=[CH:8][N:7]=1)([CH3:4])([CH3:3])[CH3:2].[Cl:17][C:18]1[CH:26]=[C:25]([F:27])[C:24]([CH2:28][NH:29][C:30](=[O:35])[C:31]([CH3:34])([CH3:33])[CH3:32])=[CH:23][C:19]=1[C:20](O)=[O:21].C(Cl)(=O)C(Cl)=O.CCN(C(C)C)C(C)C, predict the reaction product. (5) Given the reactants [F:1][C:2]1[CH:24]=[CH:23][CH:22]=[C:21]([N:25]2[N:29]=[CH:28][CH:27]=[N:26]2)[C:3]=1[C:4]([N:6]1[C@H:13]2[C@H:8]([CH2:9][CH2:10][N:11](C(OC(C)(C)C)=O)[CH2:12]2)[CH2:7]1)=[O:5].C(O)(C(F)(F)F)=O, predict the reaction product. The product is: [C@H:13]12[N:6]([C:4]([C:3]3[C:21]([N:25]4[N:26]=[CH:27][CH:28]=[N:29]4)=[CH:22][CH:23]=[CH:24][C:2]=3[F:1])=[O:5])[CH2:7][C@H:8]1[CH2:9][CH2:10][NH:11][CH2:12]2. (6) Given the reactants [CH2:1]([O:3][C:4](=[O:28])[CH2:5][C:6]1[CH:7]=[C:8]([C:14]2[CH:19]=[CH:18][C:17]([C:20]3[CH:21]=[N:22][N:23]([CH3:25])[CH:24]=3)=[CH:16][C:15]=2[CH:26]=O)[C:9]([O:12][CH3:13])=[CH:10][CH:11]=1)[CH3:2].[CH2:29]([NH2:31])[CH3:30], predict the reaction product. The product is: [CH2:1]([O:3][C:4](=[O:28])[CH2:5][C:6]1[CH:7]=[C:8]([C:14]2[CH:19]=[CH:18][C:17]([C:20]3[CH:21]=[N:22][N:23]([CH3:25])[CH:24]=3)=[CH:16][C:15]=2[CH2:26][NH:31][CH2:29][CH3:30])[C:9]([O:12][CH3:13])=[CH:10][CH:11]=1)[CH3:2]. (7) The product is: [Cl:21][CH2:2][C:3]1[CH:18]=[CH:17][C:6]([O:7][CH2:8][CH2:9][CH2:10][N:11]2[CH2:16][CH2:15][CH2:14][CH2:13][CH2:12]2)=[CH:5][CH:4]=1. Given the reactants O[CH2:2][C:3]1[CH:18]=[CH:17][C:6]([O:7][CH2:8][CH2:9][CH2:10][N:11]2[CH2:16][CH2:15][CH2:14][CH2:13][CH2:12]2)=[CH:5][CH:4]=1.S(Cl)([Cl:21])=O, predict the reaction product. (8) Given the reactants C([N:8]1[CH2:13][CH2:12][N:11](CC2C=CC=CC=2)[CH2:10][CH:9]1[CH2:21][N:22]([CH3:24])[CH3:23])C1C=CC=CC=1, predict the reaction product. The product is: [CH3:23][N:22]([CH3:24])[CH2:21][CH:9]1[CH2:10][NH:11][CH2:12][CH2:13][NH:8]1. (9) Given the reactants [Cl:1][C:2]1[CH:3]=[C:4](/[CH:8]=[CH:9]/[CH:10]2[CH2:15][CH2:14][NH:13][CH2:12][CH2:11]2)[CH:5]=[CH:6][CH:7]=1.[Cl:16][CH2:17][C:18](Cl)=[O:19].Cl, predict the reaction product. The product is: [Cl:16][CH2:17][C:18]([N:13]1[CH2:14][CH2:15][CH:10](/[CH:9]=[CH:8]/[C:4]2[CH:5]=[CH:6][CH:7]=[C:2]([Cl:1])[CH:3]=2)[CH2:11][CH2:12]1)=[O:19].